Dataset: Reaction yield outcomes from USPTO patents with 853,638 reactions. Task: Predict the reaction yield, written as a fraction of the theoretical maximum amount of product (1.0 means a 100% yield; for example, 0.34 means a 34% yield). (1) The reactants are [H-].[Na+].[Br:3][C:4]1[CH:5]=[C:6]([CH2:11][OH:12])[CH:7]=[C:8]([F:10])[CH:9]=1.CI.N[C@H:16](C(O)=O)CCSC. The catalyst is CCOC(C)=O. The product is [Br:3][C:4]1[CH:5]=[C:6]([CH2:11][O:12][CH3:16])[CH:7]=[C:8]([F:10])[CH:9]=1. The yield is 0.630. (2) The catalyst is [Pd].[C].CO.C(OCC)(=O)C. The yield is 1.00. The reactants are [N+:1]([C:4]1[CH:5]=[C:6]([N:10]2[CH2:15][CH2:14][N:13]([C:16]3[CH:21]=[CH:20][CH:19]=[CH:18][N:17]=3)[CH2:12][CH2:11]2)[CH:7]=[CH:8][CH:9]=1)([O-])=O. The product is [N:17]1[CH:18]=[CH:19][CH:20]=[CH:21][C:16]=1[N:13]1[CH2:14][CH2:15][N:10]([C:6]2[CH:5]=[C:4]([NH2:1])[CH:9]=[CH:8][CH:7]=2)[CH2:11][CH2:12]1. (3) The reactants are [CH3:1][O:2][C:3]1[CH:4]=[C:5]([CH:9]2[CH2:11][O:10]2)[CH:6]=[CH:7][CH:8]=1.[OH:12][C:13]1[CH:20]=[CH:19][C:16]([CH:17]=[O:18])=[CH:15][CH:14]=1.[OH-].[Na+]. The catalyst is C1(C)C=CC=CC=1. The product is [OH:10][CH:9]([C:5]1[CH:6]=[CH:7][CH:8]=[C:3]([O:2][CH3:1])[CH:4]=1)[CH2:11][O:12][C:13]1[CH:20]=[CH:19][C:16]([CH:17]=[O:18])=[CH:15][CH:14]=1. The yield is 0.180. (4) The reactants are [C:1]([C:4]1[CH:16]=[C:15]([C:17]2[C:18]([CH3:23])=[N:19][O:20][C:21]=2[CH3:22])[CH:14]=[C:13]2[C:5]=1[C:6]1[CH:7]=[C:8]([C:24]([OH:26])=O)[CH:9]=[CH:10][C:11]=1[NH:12]2)(=[O:3])[NH2:2].CN(C(ON1N=NC2C=CC(=CC1=2)Cl)=[N+](C)C)C.F[P-](F)(F)(F)(F)F.[F:52][C@H:53]1[CH2:57][CH2:56][NH:55][CH2:54]1.O. The catalyst is CN(C=O)C.CN(C1C=CN=CC=1)C. The product is [CH3:23][C:18]1[C:17]([C:15]2[CH:16]=[C:4]([C:1]([NH2:2])=[O:3])[C:5]3[C:6]4[C:11](=[CH:10][CH:9]=[C:8]([C:24]([N:55]5[CH2:56][CH2:57][C@H:53]([F:52])[CH2:54]5)=[O:26])[CH:7]=4)[NH:12][C:13]=3[CH:14]=2)=[C:21]([CH3:22])[O:20][N:19]=1. The yield is 0.970. (5) The reactants are [CH3:1][C:2]1[CH:7]=[CH:6][CH:5]=[C:4]([CH3:8])[C:3]=1[NH:9][C:10](=[O:41])[C:11]1[CH:16]=[CH:15][C:14]([NH:17][C:18]2[N:19]=[C:20]([C:35]3[CH:40]=[CH:39][CH:38]=[CH:37][CH:36]=3)[C:21]3[CH2:27][CH2:26][N:25](CC4C=CC=CC=4)[CH2:24][C:22]=3[N:23]=2)=[CH:13][CH:12]=1.C1CC=CCC=1. The catalyst is [Pd].C(O)C. The product is [CH3:8][C:4]1[CH:5]=[CH:6][CH:7]=[C:2]([CH3:1])[C:3]=1[NH:9][C:10](=[O:41])[C:11]1[CH:12]=[CH:13][C:14]([NH:17][C:18]2[N:19]=[C:20]([C:35]3[CH:36]=[CH:37][CH:38]=[CH:39][CH:40]=3)[C:21]3[CH2:27][CH2:26][NH:25][CH2:24][C:22]=3[N:23]=2)=[CH:15][CH:16]=1. The yield is 0.620.